This data is from Reaction yield outcomes from USPTO patents with 853,638 reactions. The task is: Predict the reaction yield, written as a fraction of the theoretical maximum amount of product (1.0 means a 100% yield; for example, 0.34 means a 34% yield). (1) The reactants are Br[CH:2]1[CH2:7][CH2:6][N:5]([C:8]([O:10][CH2:11][CH3:12])=[O:9])[CH2:4][CH:3]1[OH:13].[N-:14]=[N+:15]=[N-:16].[Na+].O. The catalyst is CN(C=O)C.C1OCCOCCOCCOCCOCCOC1. The product is [N:14]([CH:2]1[CH2:7][CH2:6][N:5]([C:8]([O:10][CH2:11][CH3:12])=[O:9])[CH2:4][CH:3]1[OH:13])=[N+:15]=[N-:16]. The yield is 1.00. (2) The catalyst is CO.[Pd]. The product is [C:20]([O:19][P:12]([O:14][C:15]([CH3:18])([CH3:17])[CH3:16])([O:11][CH2:10][C:9]([OH:24])=[O:8])=[O:13])([CH3:22])([CH3:23])[CH3:21]. The yield is 0.980. The reactants are C([O:8][C:9](=[O:24])[CH2:10][O:11][P:12]([O:19][C:20]([CH3:23])([CH3:22])[CH3:21])([O:14][C:15]([CH3:18])([CH3:17])[CH3:16])=[O:13])C1C=CC=CC=1.[H][H]. (3) The reactants are [Cl:1][C:2]1[N:7]=[C:6](Cl)[C:5]([N+:9]([O-:11])=[O:10])=[CH:4][N:3]=1.[CH3:12][CH:13]([CH3:23])[CH2:14][CH2:15][NH:16][C@H:17]([C:19]([O:21][CH3:22])=[O:20])[CH3:18].C(=O)(O)[O-].[K+]. The catalyst is CCOCC. The product is [Cl:1][C:2]1[N:7]=[C:6]([N:16]([CH2:15][CH2:14][CH:13]([CH3:23])[CH3:12])[C@H:17]([C:19]([O:21][CH3:22])=[O:20])[CH3:18])[C:5]([N+:9]([O-:11])=[O:10])=[CH:4][N:3]=1. The yield is 0.510. (4) The reactants are Br[C:2]1[CH:3]=[C:4]([CH3:9])[CH:5]=[C:6]([CH3:8])[CH:7]=1.[CH2:10]([NH2:16])[CH2:11][CH2:12][CH2:13][CH2:14][CH3:15]. No catalyst specified. The product is [CH2:10]([NH:16][C:2]1[CH:3]=[C:4]([CH3:9])[CH:5]=[C:6]([CH3:8])[CH:7]=1)[CH2:11][CH2:12][CH2:13][CH2:14][CH3:15]. The yield is 0.910. (5) The reactants are [C:1]1([C:7]2[NH:11][CH:10]=[C:9]([CH:12]=[O:13])[CH:8]=2)[CH:6]=[CH:5][CH:4]=[CH:3][CH:2]=1.[H-].[Na+].C1OCCOCCOCCOCCOC1.[CH3:31][O:32][C:33]1[N:38]=[CH:37][C:36]([S:39](Cl)(=[O:41])=[O:40])=[CH:35][CH:34]=1. The catalyst is O1CCCC1.C(OCC)(=O)C. The product is [CH3:31][O:32][C:33]1[N:38]=[CH:37][C:36]([S:39]([N:11]2[C:7]([C:1]3[CH:6]=[CH:5][CH:4]=[CH:3][CH:2]=3)=[CH:8][C:9]([CH:12]=[O:13])=[CH:10]2)(=[O:41])=[O:40])=[CH:35][CH:34]=1. The yield is 0.170. (6) The reactants are C[O:2][C:3]([C:5]1[CH:10]=[C:9]([CH2:11][CH2:12][CH2:13][CH2:14][F:15])[CH:8]=[CH:7][N:6]=1)=[O:4].O.[OH-].[Li+]. The catalyst is C1COCC1.O.CO. The product is [F:15][CH2:14][CH2:13][CH2:12][CH2:11][C:9]1[CH:8]=[CH:7][N:6]=[C:5]([C:3]([OH:4])=[O:2])[CH:10]=1. The yield is 0.650. (7) The reactants are C([O:3][C:4](=[O:24])[CH2:5][C:6]([NH:8][C:9]1[CH:14]=[CH:13][C:12]([NH:15][S:16]([CH3:19])(=[O:18])=[O:17])=[CH:11][C:10]=1[S:20](=[O:23])(=[O:22])[NH2:21])=O)C.Cl. The catalyst is [OH-].[Na+]. The product is [CH3:19][S:16]([NH:15][C:12]1[CH:13]=[CH:14][C:9]2[NH:8][C:6]([CH2:5][C:4]([OH:3])=[O:24])=[N:21][S:20](=[O:23])(=[O:22])[C:10]=2[CH:11]=1)(=[O:18])=[O:17]. The yield is 0.826. (8) The reactants are BrCC.[CH:4]#[C:5][CH2:6][CH2:7][CH2:8][CH2:9][CH3:10].[CH2:11](Br)[CH:12]=[CH2:13].Cl. The catalyst is CCOCC.Cl[Cu]. The product is [CH2:4]=[CH:5][CH2:6][C:7]#[C:8][CH2:9][CH2:10][CH2:11][CH2:12][CH3:13]. The yield is 0.700.